From a dataset of Catalyst prediction with 721,799 reactions and 888 catalyst types from USPTO. Predict which catalyst facilitates the given reaction. (1) The catalyst class is: 103. Reactant: Cl[C:2]1[N:7]=[C:6]([N:8]([C:16]2[N:21]=[CH:20][C:19]3[N:22]=[C:23]([CH3:28])[N:24]([CH:25]([CH3:27])[CH3:26])[C:18]=3[CH:17]=2)[C:9](=[O:15])[O:10][C:11]([CH3:14])([CH3:13])[CH3:12])[CH:5]=[CH:4][N:3]=1.CC1(C)OB([C:35]2[CH:36]=[N:37][NH:38][CH:39]=2)OC1(C)C.C(=O)([O-])[O-].[Na+].[Na+].O1CCOCC1. Product: [C:11]([O:10][C:9](=[O:15])[N:8]([C:6]1[CH:5]=[CH:4][N:3]=[C:2]([C:35]2[CH:36]=[N:37][NH:38][CH:39]=2)[N:7]=1)[C:16]1[N:21]=[CH:20][C:19]2[N:22]=[C:23]([CH3:28])[N:24]([CH:25]([CH3:27])[CH3:26])[C:18]=2[CH:17]=1)([CH3:14])([CH3:13])[CH3:12]. (2) Reactant: [C:1]1([C@H:11]([NH:13][CH:14]2[CH2:18][CH2:17][CH:16]([C:19]([OH:21])=O)[CH2:15]2)[CH3:12])[C:10]2[C:5](=[CH:6][CH:7]=[CH:8][CH:9]=2)[CH:4]=[CH:3][CH:2]=1.[NH3:22]. Product: [C:1]1([C@H:11]([NH:13][CH:14]2[CH2:18][CH2:17][CH:16]([C:19]([NH2:22])=[O:21])[CH2:15]2)[CH3:12])[C:10]2[C:5](=[CH:6][CH:7]=[CH:8][CH:9]=2)[CH:4]=[CH:3][CH:2]=1. The catalyst class is: 61. (3) Reactant: [Cl:1][C:2]1[CH:3]=[C:4]([CH:23]=[CH:24][C:25]=1[Cl:26])[CH2:5][N:6]([CH3:22])[C:7]([C:9]1[CH2:13][N:12]([CH2:14][CH2:15][CH2:16][C:17](O)=[O:18])[C:11](=[O:20])[C:10]=1[OH:21])=[O:8].C(Cl)CCl.C1C=CC2N(O)N=NC=2C=1.[CH3:41][NH:42][CH3:43]. Product: [Cl:1][C:2]1[CH:3]=[C:4]([CH:23]=[CH:24][C:25]=1[Cl:26])[CH2:5][N:6]([CH3:22])[C:7]([C:9]1[CH2:13][N:12]([CH2:14][CH2:15][CH2:16][C:17](=[O:18])[N:42]([CH3:43])[CH3:41])[C:11](=[O:20])[C:10]=1[OH:21])=[O:8]. The catalyst class is: 4. (4) Reactant: [CH3:1][C:2]1[N:6]=[C:5]([CH3:7])[S:4][C:3]=1/[CH:8]=[CH:9]/[C:10](N(C)C)=O.[Cl:15][C:16]1[CH:21]=[CH:20][C:19]([CH2:22][C:23]([NH:25][C:26]([NH2:28])=[NH:27])=[O:24])=[CH:18][CH:17]=1. Product: [Cl:15][C:16]1[CH:21]=[CH:20][C:19]([CH2:22][C:23]([NH:25][C:26]2[N:28]=[C:8]([C:3]3[S:4][C:5]([CH3:7])=[N:6][C:2]=3[CH3:1])[CH:9]=[CH:10][N:27]=2)=[O:24])=[CH:18][CH:17]=1. The catalyst class is: 23. (5) Reactant: [I-].C[S+](C)(C)=O.[H-].[Na+].[CH3:9][N:10]1[C:14]([O:15][C:16]2[CH:21]=[C:20]([CH3:22])[CH:19]=[C:18]([O:23][CH2:24]/[CH:25]=[CH:26]/[C:27]([F:30])([F:29])[F:28])[N:17]=2)=[CH:13][C:12]([C:31]([F:34])([F:33])[F:32])=[N:11]1.O. Product: [CH3:9][N:10]1[C:14]([O:15][C:16]2[CH:21]=[C:20]([CH3:22])[CH:19]=[C:18]([O:23][CH:24]=[CH:25][CH2:26][C:27]([F:30])([F:28])[F:29])[N:17]=2)=[CH:13][C:12]([C:31]([F:34])([F:32])[F:33])=[N:11]1. The catalyst class is: 16.